Dataset: M1 muscarinic receptor antagonist screen with 61,756 compounds. Task: Binary Classification. Given a drug SMILES string, predict its activity (active/inactive) in a high-throughput screening assay against a specified biological target. (1) The result is 0 (inactive). The compound is O(c1nc(N(C)C)nc(N(C)C)n1)CC(=O)Nc1ccc(OC)cc1. (2) The drug is O=c1n(Cc2ccc(OC)cc2)c(=O)n(c2nc(n(c12)C)NCCOC)C. The result is 0 (inactive). (3) The molecule is S(=O)(=O)(N1CCN(CC1)C(=O)c1c(F)cccc1)C. The result is 0 (inactive). (4) The molecule is S(c1[nH]c(c2ccccc2)cc(=O)n1)CC(=O)Nc1ncccc1. The result is 0 (inactive). (5) The drug is Clc1ccc(Cn2c3c(n(c2=N)CCO)cccc3)cc1. The result is 0 (inactive).